From a dataset of Reaction yield outcomes from USPTO patents with 853,638 reactions. Predict the reaction yield, written as a fraction of the theoretical maximum amount of product (1.0 means a 100% yield; for example, 0.34 means a 34% yield). (1) The reactants are Cl[C:2]1[N:3]=[CH:4][C:5]([C:8]([NH:10][C:11]2[NH:12][N:13]=[C:14]([CH2:16][CH2:17][C:18]3[CH:23]=[C:22]([O:24][CH3:25])[CH:21]=[C:20]([O:26][CH3:27])[CH:19]=3)[CH:15]=2)=[O:9])=[N:6][CH:7]=1.CN1[C@@H](C)CNC[C@H]1C.[CH3:37][C@H:38]1[CH2:43][NH:42][CH2:41][C@@H:40]([CH3:44])[N:39]1[CH2:45][C:46]#[N:47].C(N(C(C)C)C(C)C)C. The catalyst is CS(C)=O.CO. The product is [C:46]([CH2:45][N:39]1[C@@H:38]([CH3:37])[CH2:43][N:42]([C:2]2[N:3]=[CH:4][C:5]([C:8]([NH:10][C:11]3[NH:12][N:13]=[C:14]([CH2:16][CH2:17][C:18]4[CH:23]=[C:22]([O:24][CH3:25])[CH:21]=[C:20]([O:26][CH3:27])[CH:19]=4)[CH:15]=3)=[O:9])=[N:6][CH:7]=2)[CH2:41][C@H:40]1[CH3:44])#[N:47]. The yield is 0.220. (2) The reactants are [H-].[Na+].[CH2:3]([O:10][C:11](=[O:20])[NH:12][C@@H:13]1[CH2:17][C:16](=[O:18])[NH:15][C:14]1=[O:19])[C:4]1[CH:9]=[CH:8][CH:7]=[CH:6][CH:5]=1.[CH2:21](Br)[C:22]1[CH:27]=[CH:26][CH:25]=[CH:24][CH:23]=1.CN(C=O)C. The catalyst is C1COCC1. The product is [CH2:3]([O:10][C:11](=[O:20])[NH:12][C@@H:13]1[CH2:17][C:16](=[O:18])[N:15]([CH2:21][C:22]2[CH:27]=[CH:26][CH:25]=[CH:24][CH:23]=2)[C:14]1=[O:19])[C:4]1[CH:5]=[CH:6][CH:7]=[CH:8][CH:9]=1. The yield is 0.740. (3) The reactants are C(OC([N:8]1[CH2:13][CH2:12][C:11]([C:23]#[N:24])([CH:14]([C:16]2[CH:21]=[CH:20][C:19]([F:22])=[CH:18][CH:17]=2)[OH:15])[CH2:10][CH2:9]1)=O)(C)(C)C.FC(F)(F)C(O)=O. The catalyst is C(Cl)Cl. The product is [F:22][C:19]1[CH:18]=[CH:17][C:16]([CH:14]([OH:15])[C:11]2([C:23]#[N:24])[CH2:10][CH2:9][NH:8][CH2:13][CH2:12]2)=[CH:21][CH:20]=1. The yield is 0.830. (4) The reactants are [Cl:1][C:2]1[CH:3]=[C:4]([CH:9]([CH2:18][CH:19]2[CH2:23][CH2:22][C:21](=O)[CH2:20]2)[C:10]([NH:12][C:13]2[S:14][CH:15]=[CH:16][N:17]=2)=[O:11])[CH:5]=[CH:6][C:7]=1[Cl:8].Cl.[CH3:26][O:27][NH2:28]. The catalyst is CO.N1C=CC=CC=1. The product is [Cl:1][C:2]1[CH:3]=[C:4]([CH:9]([CH2:18][CH:19]2[CH2:23][CH2:22][C:21](=[N:28][O:27][CH3:26])[CH2:20]2)[C:10]([NH:12][C:13]2[S:14][CH:15]=[CH:16][N:17]=2)=[O:11])[CH:5]=[CH:6][C:7]=1[Cl:8]. The yield is 0.980. (5) The reactants are [CH:1]1([C:5]2[N:6]=[C:7]([CH2:10][CH2:11][C:12]3[CH:40]=[CH:39][N:15]4[C:16](=[O:38])[C:17](/[CH:29]=[CH:30]/[C:31]([O:33][C:34]([CH3:37])([CH3:36])[CH3:35])=[O:32])=[C:18]([N:20]5[CH2:25][CH2:24][CH2:23][CH:22]([O:26]C=O)[CH2:21]5)[N:19]=[C:14]4[CH:13]=3)[S:8][CH:9]=2)[CH2:4][CH2:3][CH2:2]1.C[O-].[Na+].C(Cl)(Cl)Cl. The catalyst is CO.[Cl-].[Na+].O. The product is [CH:1]1([C:5]2[N:6]=[C:7]([CH2:10][CH2:11][C:12]3[CH:40]=[CH:39][N:15]4[C:16](=[O:38])[C:17](/[CH:29]=[CH:30]/[C:31]([O:33][C:34]([CH3:37])([CH3:35])[CH3:36])=[O:32])=[C:18]([N:20]5[CH2:25][CH2:24][CH2:23][CH:22]([OH:26])[CH2:21]5)[N:19]=[C:14]4[CH:13]=3)[S:8][CH:9]=2)[CH2:4][CH2:3][CH2:2]1. The yield is 0.840. (6) The reactants are [Cl:1][C:2]1[CH:3]=[C:4]([CH:9]=[C:10]([CH2:12][OH:13])[N:11]=1)[C:5]([O:7][CH3:8])=[O:6].C[N+]1([O-])CCOCC1. The catalyst is C(Cl)Cl.CCC[N+](CCC)(CCC)CCC.[O-][Ru](=O)(=O)=O. The product is [Cl:1][C:2]1[CH:3]=[C:4]([CH:9]=[C:10]([CH:12]=[O:13])[N:11]=1)[C:5]([O:7][CH3:8])=[O:6]. The yield is 0.430.